Dataset: Full USPTO retrosynthesis dataset with 1.9M reactions from patents (1976-2016). Task: Predict the reactants needed to synthesize the given product. Given the product [F:1][C:2]1[CH:3]=[CH:4][C:5]([C:18]([O:20][CH3:21])=[O:19])=[N:6][C:7]=1[C:8]1[CH2:17][CH2:16][C:11]2([O:15][CH2:14][CH2:13][O:12]2)[CH2:10][CH:9]=1, predict the reactants needed to synthesize it. The reactants are: [F:1][C:2]1[CH:3]=[CH:4][C:5]([C:18]([OH:20])=[O:19])=[N:6][C:7]=1[C:8]1[CH2:17][CH2:16][C:11]2([O:15][CH2:14][CH2:13][O:12]2)[CH2:10][CH:9]=1.[CH3:21]CN=C=NCCCN(C)C.Cl.CO.